From a dataset of Catalyst prediction with 721,799 reactions and 888 catalyst types from USPTO. Predict which catalyst facilitates the given reaction. (1) Reactant: [CH:1]1[C:13]2[CH:12]([CH2:14][O:15][C:16]([NH:18][C@H:19]([CH2:27][C:28]3[CH:29]=[N:30][CH:31]=[N:32][C:33]=3[C:34]3[CH:39]=[CH:38][CH:37]=[CH:36][C:35]=3[CH3:40])[C:20]([O:22]C(C)(C)C)=[O:21])=[O:17])[C:11]3[C:6](=[CH:7][CH:8]=[CH:9][CH:10]=3)[C:5]=2[CH:4]=[CH:3][CH:2]=1.[Cl-:41].[Ca+2].[Cl-]. Product: [ClH:41].[CH:10]1[C:11]2[CH:12]([CH2:14][O:15][C:16]([NH:18][C@H:19]([CH2:27][C:28]3[CH:29]=[N:30][CH:31]=[N:32][C:33]=3[C:34]3[CH:39]=[CH:38][CH:37]=[CH:36][C:35]=3[CH3:40])[C:20]([OH:22])=[O:21])=[O:17])[C:13]3[C:5](=[CH:4][CH:3]=[CH:2][CH:1]=3)[C:6]=2[CH:7]=[CH:8][CH:9]=1. The catalyst class is: 67. (2) Reactant: [Cl:1][C:2]1[CH:3]=[C:4]([CH:7]=[C:8]([O:10][C:11]2[C:16](=[O:17])[N:15]([CH2:18][C:19]3[CH:24]=[C:23](Cl)[N:22]=[N:21][C:20]=3[O:26][CH3:27])[CH:14]=[N:13][C:12]=2[C:28]([F:31])([F:30])[F:29])[CH:9]=1)[C:5]#[N:6].[C:32]1(B(O)O)[CH:37]=[CH:36][CH:35]=[CH:34][CH:33]=1.[O-]P([O-])([O-])=O.[K+].[K+].[K+]. Product: [Cl:1][C:2]1[CH:3]=[C:4]([CH:7]=[C:8]([O:10][C:11]2[C:16](=[O:17])[N:15]([CH2:18][C:19]3[CH:24]=[C:23]([C:32]4[CH:37]=[CH:36][CH:35]=[CH:34][CH:33]=4)[N:22]=[N:21][C:20]=3[O:26][CH3:27])[CH:14]=[N:13][C:12]=2[C:28]([F:30])([F:29])[F:31])[CH:9]=1)[C:5]#[N:6]. The catalyst class is: 117. (3) Reactant: [C:1]([OH:24])(=[O:23])[CH2:2][CH2:3][CH2:4][CH2:5][CH2:6][CH2:7][CH2:8][CH2:9][CH2:10][CH2:11][CH2:12][CH2:13][CH2:14][CH2:15][CH2:16][CH2:17][CH2:18][CH2:19][CH2:20][CH2:21][CH3:22].C(O)(=O)CCCCCCCCCCCCCCCCCCC.C(O)(=O)CCCCCCCCCCCCCCCCC.[OH-].[Na+:68]. Product: [C:1]([O-:24])(=[O:23])[CH2:2][CH2:3][CH2:4][CH2:5][CH2:6][CH2:7][CH2:8][CH2:9][CH2:10][CH2:11][CH2:12][CH2:13][CH2:14][CH2:15][CH2:16][CH2:17][CH2:18][CH2:19][CH2:20][CH2:21][CH3:22].[Na+:68]. The catalyst class is: 371. (4) Reactant: [CH3:1][S:2]([OH:5])(=[O:4])=[O:3].[CH2:6]([O:8][C:9]([C@@H:11]1[CH2:20][C@@H:19]2[C@@H:14]([CH2:15][CH2:16][C@H:17]([CH2:21][N:22]3[CH:26]=[C:25]([C:27]([O:29][CH2:30][CH3:31])=[O:28])[N:24]=[CH:23]3)[CH2:18]2)[CH2:13][NH:12]1)=[O:10])[CH3:7]. Product: [CH3:1][S:2]([OH:5])(=[O:4])=[O:3].[CH2:6]([O:8][C:9]([C@@H:11]1[CH2:20][C@@H:19]2[C@@H:14]([CH2:15][CH2:16][C@H:17]([CH2:21][N:22]3[CH:26]=[C:25]([C:27]([O:29][CH2:30][CH3:31])=[O:28])[N:24]=[CH:23]3)[CH2:18]2)[CH2:13][NH:12]1)=[O:10])[CH3:7].[CH2:6]([O:8][C:9]([C@@H:11]1[CH2:20][C@@H:19]2[C@@H:14]([CH2:15][CH2:16][C@H:17]([CH2:21][N:22]3[CH:26]=[C:25]([C:27]([O:29][CH2:30][CH3:31])=[O:28])[N:24]=[CH:23]3)[CH2:18]2)[CH2:13][NH:12]1)=[O:10])[CH3:7]. The catalyst class is: 13. (5) Reactant: [CH3:1][O:2][C:3](=[O:20])[C:4]1[CH:9]=[C:8](C#C[Si](C)(C)C)[C:7]([NH:16][C:17](=O)[CH3:18])=[N:6][CH:5]=1.[F-].C([N+](CCCC)(CCCC)CCCC)CCC. Product: [CH3:1][O:2][C:3]([C:4]1[CH:9]=[C:8]2[CH:18]=[CH:17][NH:16][C:7]2=[N:6][CH:5]=1)=[O:20]. The catalyst class is: 7. (6) Reactant: Cl[C:2]1[N:11]=[C:10]([NH:12][CH2:13][C:14]2[CH:19]=[CH:18][C:17]([NH:20][C:21](=[O:29])[C:22]3[CH:27]=[CH:26][C:25]([F:28])=[CH:24][CH:23]=3)=[CH:16][CH:15]=2)[C:9]2[C:4](=[CH:5][C:6]([CH3:30])=[CH:7][CH:8]=2)[N:3]=1.[N:31]1([CH:36]2[CH2:41][CH2:40][NH:39][CH2:38][CH2:37]2)[CH2:35][CH2:34][CH2:33][CH2:32]1. Product: [F:28][C:25]1[CH:26]=[CH:27][C:22]([C:21]([NH:20][C:17]2[CH:18]=[CH:19][C:14]([CH2:13][NH:12][C:10]3[C:9]4[C:4](=[CH:5][C:6]([CH3:30])=[CH:7][CH:8]=4)[N:3]=[C:2]([N:39]4[CH2:40][CH2:41][CH:36]([N:31]5[CH2:35][CH2:34][CH2:33][CH2:32]5)[CH2:37][CH2:38]4)[N:11]=3)=[CH:15][CH:16]=2)=[O:29])=[CH:23][CH:24]=1. The catalyst class is: 12.